From a dataset of Forward reaction prediction with 1.9M reactions from USPTO patents (1976-2016). Predict the product of the given reaction. The product is: [Cl:14][CH2:10][C:6]1[C:5]2[N:4]([CH:3]=[CH:2][N:1]=2)[CH:9]=[CH:8][CH:7]=1. Given the reactants [N:1]1[CH:2]=[CH:3][N:4]2[CH:9]=[CH:8][CH:7]=[C:6]([CH2:10]O)[C:5]=12.S(Cl)([Cl:14])=O, predict the reaction product.